From a dataset of Forward reaction prediction with 1.9M reactions from USPTO patents (1976-2016). Predict the product of the given reaction. (1) The product is: [Br:23][CH2:22][CH2:21][CH2:20][CH2:19][CH2:18][CH2:17][O:16][CH2:12][CH2:13][C:14]#[C:15][C:2]1[CH:3]=[C:4]([NH:8][C:9]([NH2:11])=[O:10])[CH:5]=[CH:6][CH:7]=1. Given the reactants I[C:2]1[CH:3]=[C:4]([NH:8][C:9]([NH2:11])=[O:10])[CH:5]=[CH:6][CH:7]=1.[CH2:12]([O:16][CH2:17][CH2:18][CH2:19][CH2:20][CH2:21][CH2:22][Br:23])[CH2:13][C:14]#[CH:15], predict the reaction product. (2) Given the reactants [CH3:1][NH:2][CH2:3][C:4]1[CH:9]=[CH:8][N:7]=[CH:6][CH:5]=1.C(N(CC)CC)C.[CH3:17][O:18][C:19]1[CH:27]=[CH:26][C:22]([C:23](Cl)=[O:24])=[CH:21][CH:20]=1, predict the reaction product. The product is: [CH3:17][O:18][C:19]1[CH:27]=[CH:26][C:22]([C:23]([N:2]([CH3:1])[CH2:3][C:4]2[CH:9]=[CH:8][N:7]=[CH:6][CH:5]=2)=[O:24])=[CH:21][CH:20]=1. (3) Given the reactants [NH:1]([C:3]1[N:8]=[CH:7][N:6]=[C:5]2[N:9]([C:12]3[S:13][CH:14]=[CH:15][N:16]=3)[N:10]=[CH:11][C:4]=12)[NH2:2].[CH:17](=O)[C:18]1[CH:23]=[CH:22][N:21]=[CH:20][CH:19]=1.COC1N=C(N2C3=NC=NC(NN=CC4C=CN=CC=4)=C3C=N2)C=CC=1, predict the reaction product. The product is: [S:13]1[CH:14]=[CH:15][N:16]=[C:12]1[N:9]1[C:5]2=[N:6][CH:7]=[N:8][C:3]([NH:1][N:2]=[CH:17][C:18]3[CH:23]=[CH:22][N:21]=[CH:20][CH:19]=3)=[C:4]2[CH:11]=[N:10]1. (4) Given the reactants [C:1]([N:8]1[CH2:11][C:10](=[O:12])[CH2:9]1)([O:3][C:4]([CH3:7])([CH3:6])[CH3:5])=[O:2].[CH3:13][Mg+].[Br-].[NH4+].[Cl-], predict the reaction product. The product is: [C:4]([O:3][C:1]([N:8]1[CH2:11][C:10]([OH:12])([CH3:13])[CH2:9]1)=[O:2])([CH3:7])([CH3:6])[CH3:5]. (5) Given the reactants [Cl:1][C:2]1[S:3][C:4]([C:7](=[O:12])[CH2:8][NH:9][CH:10]=[O:11])=[CH:5][CH:6]=1.[H-].[Na+].Br[CH2:16][C:17]([O:19][CH2:20][CH3:21])=[O:18].O, predict the reaction product. The product is: [Cl:1][C:2]1[S:3][C:4]([C:7](=[O:12])[CH:8]([NH:9][CH:10]=[O:11])[CH2:16][C:17]([O:19][CH2:20][CH3:21])=[O:18])=[CH:5][CH:6]=1.